Dataset: Forward reaction prediction with 1.9M reactions from USPTO patents (1976-2016). Task: Predict the product of the given reaction. (1) Given the reactants [Br:1][C:2]1[C:11]([O:12][Si:13]([C:16]([CH3:19])([CH3:18])[CH3:17])([CH3:15])[CH3:14])=[C:10]2[C:5]([CH:6]=[CH:7][C:8]([CH:20]=O)=[N:9]2)=[CH:4][CH:3]=1.[NH:22]([C:24]1[CH:29]=[CH:28][CH:27]=[CH:26][N:25]=1)[NH2:23], predict the reaction product. The product is: [Br:1][C:2]1[C:11]([O:12][Si:13]([C:16]([CH3:19])([CH3:18])[CH3:17])([CH3:15])[CH3:14])=[C:10]2[C:5]([CH:6]=[CH:7][C:8]([CH:20]=[N:23][NH:22][C:24]3[CH:29]=[CH:28][CH:27]=[CH:26][N:25]=3)=[N:9]2)=[CH:4][CH:3]=1. (2) The product is: [Si:50]([O:67][CH2:68][CH2:69][N:70]([CH3:100])[CH2:71][CH2:72][C@@H:73]([NH:82][C:83]1[CH:88]=[CH:87][C:86]([S:89]([NH:92][C:25](=[O:26])[C:24]2[CH:28]=[CH:29][C:21]([N:18]3[CH2:19][CH2:20][CH:15]([C@H:14]([C:9]4[CH:10]=[CH:11][CH:12]=[CH:13][C:8]=4[C:5]4[CH:6]=[CH:7][C:2]([Cl:1])=[CH:3][CH:4]=4)[NH:30][S@:31]([C:33]([CH3:36])([CH3:35])[CH3:34])=[O:32])[CH2:16][CH2:17]3)=[CH:22][CH:23]=2)(=[O:90])=[O:91])=[CH:85][C:84]=1[S:93]([C:96]([F:98])([F:99])[F:97])(=[O:94])=[O:95])[CH2:74][S:75][C:76]1[CH:81]=[CH:80][CH:79]=[CH:78][CH:77]=1)([C:63]([CH3:64])([CH3:66])[CH3:65])([C:51]1[CH:52]=[CH:53][CH:54]=[CH:55][CH:56]=1)[C:57]1[CH:62]=[CH:61][CH:60]=[CH:59][CH:58]=1. Given the reactants [Cl:1][C:2]1[CH:7]=[CH:6][C:5]([C:8]2[CH:13]=[CH:12][CH:11]=[CH:10][C:9]=2[C@H:14]([NH:30][S@:31]([C:33]([CH3:36])([CH3:35])[CH3:34])=[O:32])[CH:15]2[CH2:20][CH2:19][N:18]([C:21]3[CH:29]=[CH:28][C:24]([C:25](O)=[O:26])=[CH:23][CH:22]=3)[CH2:17][CH2:16]2)=[CH:4][CH:3]=1.C(Cl)CCl.CCN(C(C)C)C(C)C.[Si:50]([O:67][CH2:68][CH2:69][N:70]([CH3:100])[CH2:71][CH2:72][C@@H:73]([NH:82][C:83]1[CH:88]=[CH:87][C:86]([S:89]([NH2:92])(=[O:91])=[O:90])=[CH:85][C:84]=1[S:93]([C:96]([F:99])([F:98])[F:97])(=[O:95])=[O:94])[CH2:74][S:75][C:76]1[CH:81]=[CH:80][CH:79]=[CH:78][CH:77]=1)([C:63]([CH3:66])([CH3:65])[CH3:64])([C:57]1[CH:62]=[CH:61][CH:60]=[CH:59][CH:58]=1)[C:51]1[CH:56]=[CH:55][CH:54]=[CH:53][CH:52]=1, predict the reaction product. (3) Given the reactants [C:1]1([C:7](=[NH:9])[NH2:8])[CH:6]=[CH:5][CH:4]=[CH:3][CH:2]=1.Br[CH2:11][C:12]([C:14]1[CH:21]=[CH:20][C:17]([C:18]#[N:19])=[CH:16][CH:15]=1)=O.C(=O)(O)[O-].[Na+].O, predict the reaction product. The product is: [C:1]1([C:7]2[NH:9][CH:11]=[C:12]([C:14]3[CH:21]=[CH:20][C:17]([C:18]#[N:19])=[CH:16][CH:15]=3)[N:8]=2)[CH:6]=[CH:5][CH:4]=[CH:3][CH:2]=1.